The task is: Predict the reaction yield, written as a fraction of the theoretical maximum amount of product (1.0 means a 100% yield; for example, 0.34 means a 34% yield).. This data is from Reaction yield outcomes from USPTO patents with 853,638 reactions. The reactants are [C:9](O[C:9]([O:11][C:12]([CH3:15])([CH3:14])[CH3:13])=[O:10])([O:11][C:12]([CH3:15])([CH3:14])[CH3:13])=[O:10].[Br-].[OH:17][C:18]1[CH:43]=[CH:42][CH:41]=[CH:40][C:19]=1[CH2:20][P+](C1C=CC=CC=1)(C1C=CC=CC=1)C1C=CC=CC=1.C(N(CC)CC)C. The catalyst is ClCCl. The product is [C:12]([O:11][C:9](=[O:10])[CH2:20][C:19]1[CH:40]=[CH:41][CH:42]=[CH:43][C:18]=1[OH:17])([CH3:13])([CH3:14])[CH3:15]. The yield is 0.300.